This data is from Forward reaction prediction with 1.9M reactions from USPTO patents (1976-2016). The task is: Predict the product of the given reaction. (1) Given the reactants [F:1][CH:2]([F:48])[C:3]1[C:11]2[C:10]([F:13])([F:12])[CH2:9][CH2:8][C:7]([F:15])([F:14])[C:6]=2[N:5]([CH2:16][C:17]([NH:19][C@H:20]([C:30]2[C:35]([C:36]3[CH:37]=[CH:38][C:39]([F:45])=[C:40]([CH:44]=3)[C:41]([NH2:43])=[O:42])=[CH:34][N:33]=[C:32]([NH:46][CH3:47])[N:31]=2)[CH2:21][C:22]2[CH:27]=[C:26]([F:28])[CH:25]=[C:24]([F:29])[CH:23]=2)=[O:18])[N:4]=1.NC[CH2:51][OH:52].BrC1C([C@@H](NC(=O)CN2C3C(F)(F)CCC(F)(F)C=3C(C(F)F)=N2)CC2C=C(F)C=C(F)C=2)=NC(S(C)(=O)=O)=NC=1, predict the reaction product. The product is: [F:48][CH:2]([F:1])[C:3]1[C:11]2[C:10]([F:12])([F:13])[CH2:9][CH2:8][C:7]([F:14])([F:15])[C:6]=2[N:5]([CH2:16][C:17]([NH:19][C@H:20]([C:30]2[C:35]([C:36]3[CH:37]=[CH:38][C:39]([F:45])=[C:40]([CH:44]=3)[C:41]([NH2:43])=[O:42])=[CH:34][N:33]=[C:32]([NH:46][CH2:47][CH2:51][OH:52])[N:31]=2)[CH2:21][C:22]2[CH:23]=[C:24]([F:29])[CH:25]=[C:26]([F:28])[CH:27]=2)=[O:18])[N:4]=1. (2) Given the reactants [Cl:1][C:2]1[CH:7]=[C:6]([Cl:8])[CH:5]=[CH:4][C:3]=1[C:9]1([CH2:32][N:33]2[CH:37]=[CH:36][N:35]=[CH:34]2)[O:13][C@@H:12]([CH2:14][O:15][C:16]2[CH:21]=[CH:20][C:19]([N:22]3[CH2:27][CH2:26][N:25]([C:28]([O:30][CH3:31])=[O:29])[CH2:24][CH2:23]3)=[CH:18][CH:17]=2)[CH2:11][O:10]1.Cl[C:39]([O:41][CH2:42]COC)=O.COC(Cl)=O, predict the reaction product. The product is: [N:33]1([CH2:32][C@:9]2([C:3]3[CH:4]=[CH:5][C:6]([Cl:8])=[CH:7][C:2]=3[Cl:1])[O:13][C@H:12]([CH2:14][O:15][C:16]3[CH:17]=[CH:18][C:19]([N:22]4[CH2:23][CH2:24][N:25]([C:28]([O:30][CH2:31][CH2:39][O:41][CH3:42])=[O:29])[CH2:26][CH2:27]4)=[CH:20][CH:21]=3)[CH2:11][O:10]2)[CH:37]=[CH:36][N:35]=[CH:34]1.